Dataset: Reaction yield outcomes from USPTO patents with 853,638 reactions. Task: Predict the reaction yield, written as a fraction of the theoretical maximum amount of product (1.0 means a 100% yield; for example, 0.34 means a 34% yield). The reactants are [CH3:1][N:2]([CH3:17])[CH2:3][CH2:4][O:5][C:6]1[CH:16]=[CH:15][C:9]([C:10]([O:12][CH2:13][CH3:14])=[O:11])=[CH:8][CH:7]=1.[C:18]1([CH3:29])[CH:23]=[CH:22][C:21]([S:24]([O:27]C)(=[O:26])=[O:25])=[CH:20][CH:19]=1. The catalyst is CO. The product is [C:18]1([CH3:29])[CH:19]=[CH:20][C:21]([S:24]([O-:27])(=[O:25])=[O:26])=[CH:22][CH:23]=1.[CH2:13]([O:12][C:10]([C:9]1[CH:15]=[CH:16][C:6]([O:5][CH2:4][CH2:3][N+:2]([CH3:18])([CH3:1])[CH3:17])=[CH:7][CH:8]=1)=[O:11])[CH3:14]. The yield is 0.810.